This data is from Reaction yield outcomes from USPTO patents with 853,638 reactions. The task is: Predict the reaction yield, written as a fraction of the theoretical maximum amount of product (1.0 means a 100% yield; for example, 0.34 means a 34% yield). (1) The reactants are C(Cl)(=O)C(Cl)=O.[O:7]=[C:8]([C:12]1[O:13][CH:14]=[CH:15][CH:16]=1)[C:9]([OH:11])=[O:10].[N:17]12[CH2:24][CH2:23][CH:20]([CH2:21][CH2:22]1)[C@@H:19](O)[CH2:18]2. The catalyst is CN(C)C=O.C(Cl)(Cl)Cl. The product is [N:17]12[CH2:24][CH2:23][CH:20]([CH2:21][CH2:22]1)[C@@H:19]([O:10][C:9](=[O:11])[C:8](=[O:7])[C:12]1[O:13][CH:14]=[CH:15][CH:16]=1)[CH2:18]2. The yield is 0.525. (2) The reactants are [C:1]([N:9]=[C:10]=[S:11])(=[O:8])[C:2]1[CH:7]=[CH:6][CH:5]=[CH:4][CH:3]=1.[C:12]([O:16][C:17](=[O:23])[NH:18][CH2:19][CH2:20][CH2:21][NH2:22])([CH3:15])([CH3:14])[CH3:13]. The catalyst is CC(C)=O. The product is [C:12]([O:16][C:17](=[O:23])[NH:18][CH2:19][CH2:20][CH2:21][NH:22][C:10]([NH:9][C:1](=[O:8])[C:2]1[CH:7]=[CH:6][CH:5]=[CH:4][CH:3]=1)=[S:11])([CH3:15])([CH3:13])[CH3:14]. The yield is 0.430. (3) The reactants are [Cl-].O[NH3+:3].[C:4](=[O:7])([O-])[OH:5].[Na+].CS(C)=O.[CH:13]1([C:16]2[N:17]=[C:18]([CH3:48])[N:19]([C:38]3[CH:43]=[CH:42][C:41]([O:44][CH:45]([CH3:47])[CH3:46])=[CH:40][CH:39]=3)[C:20](=[O:37])[C:21]=2[CH2:22][C:23]2[CH:28]=[CH:27][C:26]([C:29]3[C:30]([C:35]#[N:36])=[CH:31][CH:32]=[CH:33][CH:34]=3)=[CH:25][CH:24]=2)[CH2:15][CH2:14]1. The catalyst is C(OCC)(=O)C. The product is [CH:13]1([C:16]2[N:17]=[C:18]([CH3:48])[N:19]([C:38]3[CH:43]=[CH:42][C:41]([O:44][CH:45]([CH3:46])[CH3:47])=[CH:40][CH:39]=3)[C:20](=[O:37])[C:21]=2[CH2:22][C:23]2[CH:24]=[CH:25][C:26]([C:29]3[CH:34]=[CH:33][CH:32]=[CH:31][C:30]=3[C:35]3[NH:3][C:4](=[O:7])[O:5][N:36]=3)=[CH:27][CH:28]=2)[CH2:15][CH2:14]1. The yield is 0.640. (4) The reactants are [CH3:1][O:2][C:3]1[CH:4]=[CH:5][C:6]([NH2:9])=[N:7][CH:8]=1.[CH2:10]([O:12][C:13]([N:15]=[C:16]=[S:17])=[O:14])[CH3:11]. The catalyst is O1CCOCC1. The product is [CH2:10]([O:12][C:13]([NH:15][C:16]([NH2:7])=[S:17])=[O:14])[CH3:11].[CH3:1][O:2][C:3]1[CH:4]=[CH:5][C:6]([NH2:9])=[N:7][CH:8]=1. The yield is 1.00.